This data is from Peptide-MHC class I binding affinity with 185,985 pairs from IEDB/IMGT. The task is: Regression. Given a peptide amino acid sequence and an MHC pseudo amino acid sequence, predict their binding affinity value. This is MHC class I binding data. The peptide sequence is GLNKIVRMY. The MHC is HLA-B27:05 with pseudo-sequence HLA-B27:05. The binding affinity (normalized) is 0.373.